From a dataset of Experimentally validated miRNA-target interactions with 360,000+ pairs, plus equal number of negative samples. Binary Classification. Given a miRNA mature sequence and a target amino acid sequence, predict their likelihood of interaction. The miRNA is mmu-miR-31-5p with sequence AGGCAAGAUGCUGGCAUAGCUG. The protein sequence of the target gene is MATVEVATELGTVVTAVGPKAKDEEEEEEEEESLPPCETVRWAPVGAVAEAGPGAATFSEAAAAEEPGAAPGSPSDATVRTLRRLEAERRQLDSALLALSSHFAQVQFRLRQVVRGAPAEQQRLLRELEDFAFRGCPHVLGYEGLADPCGGDESDVLPGDRPRVRGEDQSEQEKRERLETQREKQKELILQLKTQLDDLETFAYQEGSYDSLPQSVVLERQRVIIDELIKKLDMNLNEDISSLSTEELRQRVDAAVAQIVNPVRVKEQLVEQLKTQIRDLEMFISFIQDEVGSPLQTGGH.... Result: 0 (no interaction).